From a dataset of Reaction yield outcomes from USPTO patents with 853,638 reactions. Predict the reaction yield, written as a fraction of the theoretical maximum amount of product (1.0 means a 100% yield; for example, 0.34 means a 34% yield). (1) The reactants are [NH2:1][CH2:2][CH2:3][N:4]1[CH2:9][CH2:8][CH:7]([C:10]2[CH:11]=[C:12]([NH:16][C:17](=[O:21])[CH:18]([CH3:20])[CH3:19])[CH:13]=[CH:14][CH:15]=2)[CH2:6][CH2:5]1.[C:22]1([CH:28]([C:32]2[CH:37]=[CH:36][CH:35]=[CH:34][CH:33]=2)[C:29](Cl)=[O:30])[CH:27]=[CH:26][CH:25]=[CH:24][CH:23]=1. The product is [C:32]1([CH:28]([C:22]2[CH:23]=[CH:24][CH:25]=[CH:26][CH:27]=2)[C:29]([NH:1][CH2:2][CH2:3][N:4]2[CH2:9][CH2:8][CH:7]([C:10]3[CH:11]=[C:12]([NH:16][C:17](=[O:21])[CH:18]([CH3:19])[CH3:20])[CH:13]=[CH:14][CH:15]=3)[CH2:6][CH2:5]2)=[O:30])[CH:33]=[CH:34][CH:35]=[CH:36][CH:37]=1. The yield is 0.470. The catalyst is C1COCC1. (2) The reactants are [C:1]([C:4]1[N:9]=[C:8]([C:10]2[CH:15]=[CH:14][C:13](B(O)O)=[CH:12][CH:11]=2)[C:7]([CH3:19])=[N:6][C:5]=1[CH3:20])(=[O:3])[NH2:2].[F:21][C:22]1[CH:23]=[C:24]([C:37]2([C:40]([O:42][CH3:43])=[O:41])[CH2:39][CH2:38]2)[CH:25]=[C:26]([F:36])[C:27]=1OS(C(F)(F)F)(=O)=O.[Cl-].[Li+].P([O-])([O-])([O-])=O.[K+].[K+].[K+]. The catalyst is C(#N)CCC.Cl[Pd]Cl.C1(P(C2C=CC=CC=2)[C-]2C=CC=C2)C=CC=CC=1.[C-]1(P(C2C=CC=CC=2)C2C=CC=CC=2)C=CC=C1.[Fe+2]. The product is [C:1]([C:4]1[N:9]=[C:8]([C:10]2[CH:15]=[CH:14][C:13]([C:27]3[C:26]([F:36])=[CH:25][C:24]([C:37]4([C:40]([O:42][CH3:43])=[O:41])[CH2:38][CH2:39]4)=[CH:23][C:22]=3[F:21])=[CH:12][CH:11]=2)[C:7]([CH3:19])=[N:6][C:5]=1[CH3:20])(=[O:3])[NH2:2]. The yield is 0.439. (3) The reactants are Cl[C:2]1[N:7]=[C:6]([NH:8][C@@H:9]2[C@@H:14]3[CH2:15][C@@H:11]([CH:12]=[CH:13]3)[C@@H:10]2[C:16]([NH2:18])=[O:17])[C:5]([Cl:19])=[CH:4][N:3]=1.[CH3:20][O:21][C:22]1[C:23]([NH2:41])=[CH:24][C:25]2[CH2:31][CH2:30][N:29]([CH2:32][CH2:33][N:34]3[CH2:39][CH2:38][O:37][CH2:36][CH2:35]3)[CH2:28][CH2:27][C:26]=2[CH:40]=1. No catalyst specified. The product is [Cl:19][C:5]1[C:6]([NH:8][C@@H:9]2[C@@H:14]3[CH2:15][C@@H:11]([CH:12]=[CH:13]3)[C@@H:10]2[C:16]([NH2:18])=[O:17])=[N:7][C:2]([NH:41][C:23]2[C:22]([O:21][CH3:20])=[CH:40][C:26]3[CH2:27][CH2:28][N:29]([CH2:32][CH2:33][N:34]4[CH2:39][CH2:38][O:37][CH2:36][CH2:35]4)[CH2:30][CH2:31][C:25]=3[CH:24]=2)=[N:3][CH:4]=1. The yield is 0.130. (4) The reactants are [Si:1]([O:8][C@H:9]([C:39]1[CH:40]=[N:41][C:42]([N:45]2[C:49]([CH3:50])=[CH:48][CH:47]=[C:46]2[CH3:51])=[CH:43][CH:44]=1)[CH2:10][N:11]([CH2:19][C@H:20]1[CH2:29][CH2:28][C:27]2[C:22](=[CH:23][CH:24]=[C:25](B3OC(C)(C)C(C)(C)O3)[CH:26]=2)[O:21]1)[C:12](=[O:18])[O:13][C:14]([CH3:17])([CH3:16])[CH3:15])([C:4]([CH3:7])([CH3:6])[CH3:5])([CH3:3])[CH3:2].I[C:53]1[CH:62]=[CH:61][C:56]([C:57]([O:59][CH3:60])=[O:58])=[CH:55][CH:54]=1.C(=O)([O-])[O-].[Na+].[Na+]. The catalyst is C1(C)C=CC=CC=1.O1CCOCC1.C1(P([C-]2C=CC=C2)C2C=CC=CC=2)C=CC=CC=1.[C-]1(P(C2C=CC=CC=2)C2C=CC=CC=2)C=CC=C1.[Fe+2].[Pd]. The product is [C:14]([O:13][C:12]([N:11]([CH2:19][C@H:20]1[CH2:29][CH2:28][C:27]2[C:22](=[CH:23][CH:24]=[C:25]([C:53]3[CH:62]=[CH:61][C:56]([C:57]([O:59][CH3:60])=[O:58])=[CH:55][CH:54]=3)[CH:26]=2)[O:21]1)[CH2:10][C@H:9]([O:8][Si:1]([C:4]([CH3:6])([CH3:7])[CH3:5])([CH3:3])[CH3:2])[C:39]1[CH:40]=[N:41][C:42]([N:45]2[C:49]([CH3:50])=[CH:48][CH:47]=[C:46]2[CH3:51])=[CH:43][CH:44]=1)=[O:18])([CH3:16])([CH3:15])[CH3:17]. The yield is 0.690. (5) The reactants are [N:1]12[CH2:8][CH2:7][C:4]([C:9]([C:17]3[CH:22]=[CH:21][CH:20]=[CH:19][CH:18]=3)([C:11]3[CH:16]=[CH:15][CH:14]=[CH:13][CH:12]=3)[OH:10])([CH2:5][CH2:6]1)[CH2:3][CH2:2]2.[CH3:23][O:24][CH2:25][CH2:26][CH2:27][Br:28]. The catalyst is CC#N. The product is [Br-:28].[OH:10][C:9]([C:17]1[CH:22]=[CH:21][CH:20]=[CH:19][CH:18]=1)([C:11]1[CH:12]=[CH:13][CH:14]=[CH:15][CH:16]=1)[C:4]12[CH2:5][CH2:6][N+:1]([CH2:27][CH2:26][CH2:25][O:24][CH3:23])([CH2:2][CH2:3]1)[CH2:8][CH2:7]2. The yield is 0.860. (6) The reactants are [Cl:1][C:2]1[CH:29]=[CH:28][C:5]([CH2:6][CH2:7][O:8][C:9]2[N:10]=[N:11][C:12]([C:19]3[CH:24]=[C:23]([Cl:25])[C:22]([OH:26])=[C:21]([Cl:27])[CH:20]=3)=[CH:13][C:14]=2[C:15]([O:17]C)=[O:16])=[CH:4][CH:3]=1.[OH-].[Na+]. The catalyst is C1COCC1. The product is [Cl:1][C:2]1[CH:3]=[CH:4][C:5]([CH2:6][CH2:7][O:8][C:9]2[N:10]=[N:11][C:12]([C:19]3[CH:24]=[C:23]([Cl:25])[C:22]([OH:26])=[C:21]([Cl:27])[CH:20]=3)=[CH:13][C:14]=2[C:15]([OH:17])=[O:16])=[CH:28][CH:29]=1. The yield is 0.910.